Dataset: Full USPTO retrosynthesis dataset with 1.9M reactions from patents (1976-2016). Task: Predict the reactants needed to synthesize the given product. (1) Given the product [CH2:1]([O:8][C:9]([C:11]1[N:12]([CH2:35][C:36](=[O:37])[NH:38][C:39]2[CH:44]=[CH:43][C:42]([Cl:45])=[CH:41][N:40]=2)[CH:13]=[C:14]([C:16](=[O:27])[NH:17][CH:18]2[CH2:23][CH2:22][N:21]([CH:24]([CH3:25])[CH3:26])[CH2:20][CH2:19]2)[CH:15]=1)=[O:10])[C:2]1[CH:7]=[CH:6][CH:5]=[CH:4][CH:3]=1, predict the reactants needed to synthesize it. The reactants are: [CH2:1]([O:8][C:9]([C:11]1[NH:12][CH:13]=[C:14]([C:16](=[O:27])[NH:17][CH:18]2[CH2:23][CH2:22][N:21]([CH:24]([CH3:26])[CH3:25])[CH2:20][CH2:19]2)[CH:15]=1)=[O:10])[C:2]1[CH:7]=[CH:6][CH:5]=[CH:4][CH:3]=1.C([O-])([O-])=O.[Cs+].[Cs+].Br[CH2:35][C:36]([NH:38][C:39]1[CH:44]=[CH:43][C:42]([Cl:45])=[CH:41][N:40]=1)=[O:37]. (2) Given the product [C:26]([C:21]1[CH:20]=[CH:19][C:18]2[N:17]([CH2:38][CH:39]([OH:50])[CH2:40][NH:41][C:42]3[CH:47]=[CH:46][CH:45]=[C:44]([O:48][CH3:49])[CH:43]=3)[C:16]3[C:24]([C:23]=2[CH:22]=1)=[CH:25][C:13]([C:12]#[CH:11])=[CH:14][CH:15]=3)#[CH:27], predict the reactants needed to synthesize it. The reactants are: C([Si]([C:11]#[C:12][C:13]1[CH:14]=[CH:15][C:16]2[N:17]([CH2:38][CH:39]([OH:50])[CH2:40][NH:41][C:42]3[CH:47]=[CH:46][CH:45]=[C:44]([O:48][CH3:49])[CH:43]=3)[C:18]3[C:23]([C:24]=2[CH:25]=1)=[CH:22][C:21]([C:26]#[C:27][Si](C(C)C)(C(C)C)C(C)C)=[CH:20][CH:19]=3)(C(C)C)C(C)C)(C)C.CCCC[N+](CCCC)(CCCC)CCCC.[F-].C(O)(=O)C. (3) Given the product [CH3:34][C@@H:6]([O:7][C:8]1[CH:17]=[CH:16][CH:15]=[C:14]2[C:9]=1[C:10]([NH:18][C:19]1[CH:24]=[CH:23][C:22]([O:25][C:26]3[CH:27]=[N:28][C:29]([CH3:32])=[CH:30][CH:31]=3)=[C:21]([CH3:33])[CH:20]=1)=[N:11][CH:12]=[N:13]2)[CH2:5][NH:4][CH3:1], predict the reactants needed to synthesize it. The reactants are: [CH2:1]([N:4](C)[CH2:5][C@@H:6]([CH3:34])[O:7][C:8]1[CH:17]=[CH:16][CH:15]=[C:14]2[C:9]=1[C:10]([NH:18][C:19]1[CH:24]=[CH:23][C:22]([O:25][C:26]3[CH:27]=[N:28][C:29]([CH3:32])=[CH:30][CH:31]=3)=[C:21]([CH3:33])[CH:20]=1)=[N:11][CH:12]=[N:13]2)C=C. (4) The reactants are: [Cl-].[Ce+3].[Cl-].[Cl-].C[Mg]Br.[CH2:8](OCC)C.[CH3:13][C@H:14]1[C:18](=[O:19])[CH2:17][CH2:16][N:15]1[C:20]([O:22][CH2:23][C:24]1[CH:29]=[CH:28][CH:27]=[CH:26][CH:25]=1)=[O:21].C(OCC)(=O)C. Given the product [OH:19][C@@:18]1([CH3:8])[CH2:17][CH2:16][N:15]([C:20]([O:22][CH2:23][C:24]2[CH:29]=[CH:28][CH:27]=[CH:26][CH:25]=2)=[O:21])[C@H:14]1[CH3:13], predict the reactants needed to synthesize it.